From a dataset of Forward reaction prediction with 1.9M reactions from USPTO patents (1976-2016). Predict the product of the given reaction. (1) Given the reactants [Br:1][C:2]1[CH:3]=[C:4]([N+:19]([O-:21])=O)[C:5]([CH:8]([C:14](OCC)=O)C(OCC)=O)=[N:6][CH:7]=1.F[C:23]1[CH:28]=[CH:27][CH:26]=[CH:25][CH:24]=1.C([O-])([O-])=O.[K+].[K+], predict the reaction product. The product is: [Br:1][C:2]1[CH:3]=[C:4]2[N:19]([O:21][C:23]3[CH:28]=[CH:27][CH:26]=[CH:25][CH:24]=3)[CH2:14][CH:8]=[C:5]2[NH:6][CH:7]=1. (2) Given the reactants [CH3:1][NH:2][C@H:3]1[C:12]2[C:7](=[CH:8][CH:9]=[CH:10][CH:11]=2)[C@@H:6]([OH:13])[CH2:5][CH2:4]1.C(N(CC)CC)C.[CH3:21][C:22]1[N:26]([CH2:27][C:28]([N:30]2[CH2:35][CH2:34][CH:33]([C:36]3[S:37][CH:38]=[C:39]([C:41](Cl)=[O:42])[N:40]=3)[CH2:32][CH2:31]2)=[O:29])[N:25]=[C:24]([C:44]([F:47])([F:46])[F:45])[CH:23]=1, predict the reaction product. The product is: [CH3:1][N:2]([C@H:3]1[C:12]2[C:7](=[CH:8][CH:9]=[CH:10][CH:11]=2)[C@@H:6]([OH:13])[CH2:5][CH2:4]1)[C:41]([C:39]1[N:40]=[C:36]([CH:33]2[CH2:34][CH2:35][N:30]([C:28](=[O:29])[CH2:27][N:26]3[C:22]([CH3:21])=[CH:23][C:24]([C:44]([F:45])([F:47])[F:46])=[N:25]3)[CH2:31][CH2:32]2)[S:37][CH:38]=1)=[O:42]. (3) Given the reactants C(OC([N:8]1[CH2:13][CH2:12][N:11]([C:14]2[CH:19]=[CH:18][C:17]([Cl:20])=[C:16]([O:21][CH3:22])[CH:15]=2)[CH2:10][CH:9]1[CH2:23][C:24](=[O:39])[CH:25]=[CH:26][C:27]1[CH:32]=[CH:31][C:30]([O:33][CH2:34][CH:35]=[CH2:36])=[C:29]([CH3:37])[C:28]=1[CH3:38])=O)(C)(C)C.Cl, predict the reaction product. The product is: [ClH:20].[CH2:34]([O:33][C:30]1[CH:31]=[CH:32][C:27]([CH:26]=[CH:25][C:24](=[O:39])[CH2:23][CH:9]2[CH2:10][N:11]([C:14]3[CH:19]=[CH:18][C:17]([Cl:20])=[C:16]([O:21][CH3:22])[CH:15]=3)[CH2:12][CH2:13][NH:8]2)=[C:28]([CH3:38])[C:29]=1[CH3:37])[CH:35]=[CH2:36]. (4) Given the reactants Cl[C:2]1[C:10]([Cl:11])=[CH:9][CH:8]=[CH:7][C:3]=1[C:4]([OH:6])=[O:5].O.[NH3:13], predict the reaction product. The product is: [NH2:13][C:2]1[C:10]([Cl:11])=[CH:9][CH:8]=[CH:7][C:3]=1[C:4]([OH:6])=[O:5]. (5) Given the reactants Br[C:2]1[CH:3]=[C:4]([C:12]2[N:13]=[C:14]([CH2:17][CH2:18][C:19]([O:21][CH3:22])=[O:20])[O:15][CH:16]=2)[CH:5]=[C:6]([C:8]([F:11])([F:10])[F:9])[CH:7]=1.[CH3:23][C:24]1(C)[C:28](C)(C)OB(C(C)=C)O1.C([O-])(=O)C.[K+], predict the reaction product. The product is: [CH2:23]=[C:24]([C:2]1[CH:3]=[C:4]([C:12]2[N:13]=[C:14]([CH2:17][CH2:18][C:19]([O:21][CH3:22])=[O:20])[O:15][CH:16]=2)[CH:5]=[C:6]([C:8]([F:11])([F:10])[F:9])[CH:7]=1)[CH3:28]. (6) The product is: [N:36]1([CH2:35][CH2:34][NH:33][C:32]([C:29]2[CH:30]=[CH:31][C:26]([C:23]3[CH:22]=[CH:21][C:20]([NH:19][C:17]([NH:16][CH2:15][C:12]4[CH:11]=[N:10][C:9]([NH2:8])=[CH:14][CH:13]=4)=[O:18])=[CH:25][CH:24]=3)=[CH:27][C:28]=2[NH:43][CH2:44][CH3:45])=[O:42])[CH2:41][CH2:40][CH2:39][CH2:38][CH2:37]1. Given the reactants Cl.C(OC(=O)[NH:8][C:9]1[CH:14]=[CH:13][C:12]([CH2:15][NH:16][C:17]([NH:19][C:20]2[CH:25]=[CH:24][C:23]([C:26]3[CH:31]=[CH:30][C:29]([C:32](=[O:42])[NH:33][CH2:34][CH2:35][N:36]4[CH2:41][CH2:40][CH2:39][CH2:38][CH2:37]4)=[C:28]([NH:43][CH2:44][CH3:45])[CH:27]=3)=[CH:22][CH:21]=2)=[O:18])=[CH:11][N:10]=1)(C)(C)C, predict the reaction product. (7) Given the reactants [F:1][C:2]1[CH:15]=[CH:14][C:5]([O:6][C:7]2[O:11][C:10]([CH:12]=O)=[CH:9][CH:8]=2)=[CH:4][CH:3]=1.[NH3:16].CO, predict the reaction product. The product is: [F:1][C:2]1[CH:15]=[CH:14][C:5]([O:6][C:7]2[O:11][C:10]([CH2:12][NH2:16])=[CH:9][CH:8]=2)=[CH:4][CH:3]=1. (8) Given the reactants [Cl:1][C:2]1[C:9]([CH2:10][CH2:11][CH3:12])=[C:8](F)[CH:7]=[CH:6][C:3]=1[C:4]#[N:5].[NH2:14][C@@H:15]([C:19]([OH:21])=[O:20])[C@H:16]([CH3:18])[OH:17].C([O-])([O-])=O.[K+].[K+], predict the reaction product. The product is: [Cl:1][C:2]1[C:9]([CH2:10][CH2:11][CH3:12])=[C:8]([NH:14][C@H:15]([C@@H:16]([OH:17])[CH3:18])[C:19]([OH:21])=[O:20])[CH:7]=[CH:6][C:3]=1[C:4]#[N:5]. (9) Given the reactants [C:1]([N:4]1[CH2:9][CH2:8][N:7]([C:10]2[CH:15]=[CH:14][C:13]([OH:16])=[CH:12][CH:11]=2)[CH2:6][CH2:5]1)(=[O:3])[CH3:2].C(=O)([O-])[O-].[K+].[K+].Br[CH:24]([C:28]([F:31])([F:30])[F:29])[CH2:25][CH2:26]C.O, predict the reaction product. The product is: [C:1]([N:4]1[CH2:5][CH2:6][N:7]([C:10]2[CH:15]=[CH:14][C:13]([O:16][CH2:26][CH2:25][CH2:24][C:28]([F:31])([F:30])[F:29])=[CH:12][CH:11]=2)[CH2:8][CH2:9]1)(=[O:3])[CH3:2].